Dataset: CYP2C9 inhibition data for predicting drug metabolism from PubChem BioAssay. Task: Regression/Classification. Given a drug SMILES string, predict its absorption, distribution, metabolism, or excretion properties. Task type varies by dataset: regression for continuous measurements (e.g., permeability, clearance, half-life) or binary classification for categorical outcomes (e.g., BBB penetration, CYP inhibition). Dataset: cyp2c9_veith. (1) The compound is CCc1ccc(OCC(=O)NCCN(C)C)c(Br)c1. The result is 0 (non-inhibitor). (2) The drug is CCCCCCCCCCCCCCCC(=O)O[C@H](CC(=O)O)C[N+](C)(C)C. The result is 0 (non-inhibitor). (3) The compound is C[C@H]1C/C=C\C=C/C=C\C=C[C@@H](O[C@H]2O[C@@H](C)[C@@H](O)[C@@H](N)[C@@H]2O)C[C@@H]2O[C@](O)(C[C@@H](O)C[C@H]3O[C@@H]3/C=C\C(=O)O1)C[C@@H](O)[C@H]2C(=O)O. The result is 0 (non-inhibitor). (4) The result is 1 (inhibitor). The compound is COC(=O)c1ccc(C23CC2(C(NP(=O)(c2ccccc2)c2ccccc2)c2ccccc2)C3)cc1.